From a dataset of Catalyst prediction with 721,799 reactions and 888 catalyst types from USPTO. Predict which catalyst facilitates the given reaction. (1) Reactant: [CH:1]1([CH2:4][N:5]2[CH2:23][CH2:22][C@:12]34[C:13]5[C:14]6[O:21][C@H:11]3[C@H:10]([NH:24][C:25](=[O:33])/[CH:26]=[CH:27]/[C:28]3[CH:32]=[CH:31][O:30][CH:29]=3)[CH2:9][CH2:8][C@@:7]4([OH:34])[C@H:6]2[CH2:19][C:18]=5[CH:17]=[CH:16][C:15]=6[OH:20])[CH2:3][CH2:2]1.O.O.[C:37]([OH:42])(=[O:41])[C:38]([OH:40])=[O:39]. The catalyst class is: 24. Product: [C:37]([OH:42])(=[O:41])[C:38]([OH:40])=[O:39].[CH:1]1([CH2:4][N:5]2[CH2:23][CH2:22][C@:12]34[C:13]5[C:14]6[O:21][C@H:11]3[C@H:10]([NH:24][C:25](=[O:33])/[CH:26]=[CH:27]/[C:28]3[CH:32]=[CH:31][O:30][CH:29]=3)[CH2:9][CH2:8][C@@:7]4([OH:34])[C@H:6]2[CH2:19][C:18]=5[CH:17]=[CH:16][C:15]=6[OH:20])[CH2:2][CH2:3]1. (2) Reactant: [Br:1][C:2]1[CH2:11][CH2:10][C:9]2[C:4](=[C:5]([F:13])[CH:6]=[C:7]([F:12])[CH:8]=2)[C:3]=1[CH:14]=[O:15].ClC1C(=O)C(C#N)=C(C#N)C(=O)C=1Cl. Product: [Br:1][C:2]1[CH:11]=[CH:10][C:9]2[C:4](=[C:5]([F:13])[CH:6]=[C:7]([F:12])[CH:8]=2)[C:3]=1[CH:14]=[O:15]. The catalyst class is: 11. (3) Reactant: [Br:1][C:2]1[CH:7]=[CH:6][C:5]([C:8]2[C:12]3[CH:13]=[CH:14][C:15]([C:17]#[C:18][CH2:19][CH2:20][OH:21])=[CH:16][C:11]=3[S:10][N:9]=2)=[CH:4][CH:3]=1.[CH3:22][S:23](Cl)(=[O:25])=[O:24].N1C=CC=CC=1.OS([O-])(=O)=O.[K+]. Product: [Br:1][C:2]1[CH:3]=[CH:4][C:5]([C:8]2[C:12]3[CH:13]=[CH:14][C:15]([C:17]#[C:18][CH2:19][CH2:20][O:21][S:23]([CH3:22])(=[O:25])=[O:24])=[CH:16][C:11]=3[S:10][N:9]=2)=[CH:6][CH:7]=1. The catalyst class is: 808. (4) Product: [C:1]([C:3]1[CH:8]=[C:7]([CH3:9])[CH:6]=[CH:5][C:4]=1[C:10]1[CH:11]=[C:12]([CH2:20][OH:21])[CH:13]=[C:14]([C:16]([O:18][CH3:19])=[O:17])[CH:15]=1)#[N:2]. The catalyst class is: 5. Reactant: [C:1]([C:3]1[CH:8]=[C:7]([CH3:9])[CH:6]=[CH:5][C:4]=1[C:10]1[CH:15]=[C:14]([C:16]([O:18][CH3:19])=[O:17])[CH:13]=[C:12]([C:20](OC)=[O:21])[CH:11]=1)#[N:2].[BH4-].[Na+].O. (5) Reactant: [NH2:1][C:2]1[CH:42]=[CH:41][C:5]([C:6]([N:8]2[CH2:13][CH2:12][CH:11]([NH:14][C:15]3[N:20]=[C:19]([C:21]4[C:29]5[C:24](=[CH:25][CH:26]=[CH:27][CH:28]=5)[N:23](S(C5C=CC=CC=5)(=O)=O)[CH:22]=4)[C:18]([C:39]#[N:40])=[CH:17][N:16]=3)[CH2:10][CH2:9]2)=[O:7])=[CH:4][CH:3]=1.[OH-].[Na+]. Product: [NH2:1][C:2]1[CH:42]=[CH:41][C:5]([C:6]([N:8]2[CH2:13][CH2:12][CH:11]([NH:14][C:15]3[N:20]=[C:19]([C:21]4[C:29]5[C:24](=[CH:25][CH:26]=[CH:27][CH:28]=5)[NH:23][CH:22]=4)[C:18]([C:39]#[N:40])=[CH:17][N:16]=3)[CH2:10][CH2:9]2)=[O:7])=[CH:4][CH:3]=1. The catalyst class is: 258. (6) Product: [F:26][C:25]([F:28])([F:27])[C:23]([OH:29])=[O:24].[NH2:15][C@H:11]1[CH2:10][CH2:9][S:8][C@H:7]2[CH2:6][CH2:5][CH2:4][C@@H:3]([CH2:1][CH3:2])[N:13]2[C:12]1=[O:14]. Reactant: [CH2:1]([C@H:3]1[N:13]2[C@@H:7]([S:8][CH2:9][CH2:10][C@H:11]([NH:15]C(=O)OC(C)(C)C)[C:12]2=[O:14])[CH2:6][CH2:5][CH2:4]1)[CH3:2].[C:23]([OH:29])([C:25]([F:28])([F:27])[F:26])=[O:24]. The catalyst class is: 2. (7) Reactant: [C:1]([O:5][C:6](=[O:26])[CH2:7][C@@H:8]([O:24][CH3:25])[C@@H:9]([N:15](CC1C=CC=CC=1)[CH3:16])[CH:10]1[CH2:14][CH2:13][CH2:12][CH2:11]1)([CH3:4])([CH3:3])[CH3:2]. Product: [C:1]([O:5][C:6](=[O:26])[CH2:7][C@@H:8]([O:24][CH3:25])[C@H:9]([CH:10]1[CH2:11][CH2:12][CH2:13][CH2:14]1)[NH:15][CH3:16])([CH3:3])([CH3:4])[CH3:2]. The catalyst class is: 29.